The task is: Predict the reactants needed to synthesize the given product.. This data is from Full USPTO retrosynthesis dataset with 1.9M reactions from patents (1976-2016). (1) Given the product [CH:25]1([S:28]([O:24][C:21]2[CH:20]=[CH:19][C:18]([C:8]3([C:4]4[CH:5]=[CH:6][CH:7]=[C:2]([Br:1])[CH:3]=4)[C:12]4=[N:13][CH2:14][CH2:15][CH2:16][N:11]4[C:10](=[S:17])[NH:9]3)=[CH:23][CH:22]=2)(=[O:30])=[O:29])[CH2:27][CH2:26]1, predict the reactants needed to synthesize it. The reactants are: [Br:1][C:2]1[CH:3]=[C:4]([C:8]2([C:18]3[CH:23]=[CH:22][C:21]([OH:24])=[CH:20][CH:19]=3)[C:12]3=[N:13][CH2:14][CH2:15][CH2:16][N:11]3[C:10](=[S:17])[NH:9]2)[CH:5]=[CH:6][CH:7]=1.[CH:25]1([S:28](Cl)(=[O:30])=[O:29])[CH2:27][CH2:26]1. (2) Given the product [F:1][C:2]1[C:3]2[O:10][CH2:11][O:9][C:4]=2[CH:5]=[C:6]([F:8])[CH:7]=1, predict the reactants needed to synthesize it. The reactants are: [F:1][C:2]1[CH:7]=[C:6]([F:8])[CH:5]=[C:4]([OH:9])[C:3]=1[OH:10].[C:11](=O)([O-])[O-].[Cs+].[Cs+].BrCCl.O. (3) Given the product [CH3:34][O:33][N:32]([CH3:31])[C:25](=[O:26])[C:24]1[CH:28]=[CH:29][CH:30]=[C:22]([NH:21][C:17]2[CH:16]=[C:15]([NH:14][C:11]3[CH:12]=[CH:13][C:8]([O:1][C:2]4[CH:3]=[CH:4][CH:5]=[CH:6][CH:7]=4)=[CH:9][CH:10]=3)[N:20]=[CH:19][N:18]=2)[CH:23]=1, predict the reactants needed to synthesize it. The reactants are: [O:1]([C:8]1[CH:13]=[CH:12][C:11]([NH:14][C:15]2[N:20]=[CH:19][N:18]=[C:17]([NH:21][C:22]3[CH:23]=[C:24]([CH:28]=[CH:29][CH:30]=3)[C:25](O)=[O:26])[CH:16]=2)=[CH:10][CH:9]=1)[C:2]1[CH:7]=[CH:6][CH:5]=[CH:4][CH:3]=1.[CH3:31][NH:32][O:33][CH3:34].Cl.CCN=C=NCCCN(C)C.Cl.Cl.C1C=CC2N(O)N=NC=2C=1.CCN(C(C)C)C(C)C. (4) Given the product [F:1][C:2]1[CH:3]=[C:4]([CH:43]=[CH:44][N:45]=1)[C:5]([NH:7][C:8]1[N:9]=[C:10]2[CH:15]=[CH:14][C:13]([C:16]3[C:17]([C:35]4[CH:36]=[CH:37][C:38]([F:41])=[CH:39][CH:40]=4)=[N:18][N:19]([CH3:34])[C:20]=3[CH:60]3[CH2:65][CH2:64][N:63]([C:66]([O:68][C:69]([CH3:72])([CH3:71])[CH3:70])=[O:67])[CH2:62][CH2:61]3)=[N:12][N:11]2[CH:42]=1)=[O:6], predict the reactants needed to synthesize it. The reactants are: [F:1][C:2]1[CH:3]=[C:4]([CH:43]=[CH:44][N:45]=1)[C:5]([NH:7][C:8]1[N:9]=[C:10]2[CH:15]=[CH:14][C:13]([C:16]3[C:17]([C:35]4[CH:40]=[CH:39][C:38]([F:41])=[CH:37][CH:36]=4)=[N:18][N:19]([CH3:34])[C:20]=3N3CCN(C(OC(C)(C)C)=O)CC3)=[N:12][N:11]2[CH:42]=1)=[O:6].NC1N=C2C=CC(C3C(C4C=CC(F)=CC=4)=NN(C)C=3[CH:60]3[CH2:65][CH2:64][N:63]([C:66]([O:68][C:69]([CH3:72])([CH3:71])[CH3:70])=[O:67])[CH2:62][CH2:61]3)=NN2C=1.FC1C=C(C=CN=1)C(O)=O. (5) Given the product [F:1][C:2]1[CH:25]=[C:24]2[C:5](=[CH:4][C:3]=1[Br:26])[CH:6]=[N:7][CH:18]=[CH:19]2, predict the reactants needed to synthesize it. The reactants are: [F:1][C:2]1[CH:25]=[CH:24][C:5]([CH2:6][N:7]([CH2:18][CH:19](OC)OC)S(C2C=CC(C)=CC=2)(=O)=O)=[CH:4][C:3]=1[Br:26].BrC1C=C2C(=CC=1)C=NC=C2. (6) Given the product [Cl:1][C:2]1[C:7]([CH2:8][O:9][CH3:13])=[CH:6][C:5]([Cl:10])=[CH:4][N:3]=1, predict the reactants needed to synthesize it. The reactants are: [Cl:1][C:2]1[C:7]([CH2:8][OH:9])=[CH:6][C:5]([Cl:10])=[CH:4][N:3]=1.[H-].[Na+].[CH3:13]I. (7) Given the product [CH3:19][O:18][C:14]1[S:13][C:12]2=[N:11][C:10]([C:8]3[O:9][C:5]4[CH:4]=[C:3]([O:2][CH3:1])[CH:21]=[C:20]([O:22][CH2:34][C:31]5[N:30]=[C:29]([C:23]6[CH:24]=[CH:25][CH:26]=[CH:27][CH:28]=6)[S:33][N:32]=5)[C:6]=4[CH:7]=3)=[CH:17][N:16]2[N:15]=1, predict the reactants needed to synthesize it. The reactants are: [CH3:1][O:2][C:3]1[CH:4]=[C:5]2[O:9][C:8]([C:10]3[N:11]=[C:12]4[N:16]([CH:17]=3)[N:15]=[C:14]([O:18][CH3:19])[S:13]4)=[CH:7][C:6]2=[C:20]([OH:22])[CH:21]=1.[C:23]1([C:29]2[S:33][N:32]=[C:31]([CH2:34]O)[N:30]=2)[CH:28]=[CH:27][CH:26]=[CH:25][CH:24]=1.C(P(CCCC)CCCC)CCC.N(C(N1CCCCC1)=O)=NC(N1CCCCC1)=O. (8) Given the product [F:30][C:31]1[CH:36]=[CH:35][C:34]([S:37]([C:22]2[C:29]([O:12][CH3:11])=[CH:18][C:19]3[CH2:20][CH2:21][N:27]([CH3:2])[CH2:26][CH2:25][C:24]=3[CH:23]=2)(=[O:39])=[O:38])=[CH:33][CH:32]=1, predict the reactants needed to synthesize it. The reactants are: F[C:2](F)(F)S(O)(=O)=O.FC(F)(F)[C:11]([O-])=[O:12].CO[C:18]1[CH:19]=[CH:20][C:21]2[NH:27][CH2:26][CH2+:25](C)[CH2:24][CH2:23][C:22]=2[CH:29]=1.[F:30][C:31]1[CH:36]=[CH:35][C:34]([S:37](Cl)(=[O:39])=[O:38])=[CH:33][CH:32]=1.[Cl-].[In+3].[Cl-].[Cl-].[OH-].[Na+].